From a dataset of Peptide-MHC class I binding affinity with 185,985 pairs from IEDB/IMGT. Regression. Given a peptide amino acid sequence and an MHC pseudo amino acid sequence, predict their binding affinity value. This is MHC class I binding data. (1) The binding affinity (normalized) is 0.0847. The MHC is HLA-A02:03 with pseudo-sequence HLA-A02:03. The peptide sequence is SEVKFKYVL. (2) The peptide sequence is ERAFQNWSV. The MHC is HLA-B39:01 with pseudo-sequence HLA-B39:01. The binding affinity (normalized) is 0.872. (3) The peptide sequence is AFYTTGEI. The MHC is H-2-Kb with pseudo-sequence H-2-Kb. The binding affinity (normalized) is 0.476. (4) The peptide sequence is SDYLELDTI. The MHC is HLA-B18:01 with pseudo-sequence HLA-B18:01. The binding affinity (normalized) is 0.631.